From a dataset of Forward reaction prediction with 1.9M reactions from USPTO patents (1976-2016). Predict the product of the given reaction. (1) Given the reactants [Cl:1][C:2]1[CH:10]=[C:9]2[C:5]([CH:6]=[CH:7][NH:8]2)=[CH:4][CH:3]=1.[Al](Cl)(CC)CC.[Cl:17][C:18]1[C:19]([C:24](Cl)=[O:25])=[N:20][CH:21]=[CH:22][N:23]=1, predict the reaction product. The product is: [Cl:1][C:2]1[CH:10]=[C:9]2[C:5]([C:6]([C:24]([C:19]3[C:18]([Cl:17])=[N:23][CH:22]=[CH:21][N:20]=3)=[O:25])=[CH:7][NH:8]2)=[CH:4][CH:3]=1. (2) Given the reactants F[B-](F)(F)F.C([O+](CC)CC)C.[Cl:13][C:14]1[C:19]([F:20])=[C:18]([Cl:21])[CH:17]=[CH:16][C:15]=1[C:22]([N:24]1[CH2:29][CH2:28][NH:27][C:26](=O)[CH2:25]1)=[O:23].[S:31]1[N:35]=[CH:34][C:33]([C:36]([NH:38][NH2:39])=O)=[N:32]1, predict the reaction product. The product is: [Cl:13][C:14]1[C:19]([F:20])=[C:18]([Cl:21])[CH:17]=[CH:16][C:15]=1[C:22]([N:24]1[CH2:29][CH2:28][N:27]2[C:36]([C:33]3[CH:34]=[N:35][S:31][N:32]=3)=[N:38][N:39]=[C:26]2[CH2:25]1)=[O:23]. (3) Given the reactants [C:1]([CH:5]1[CH2:10][CH2:9][CH:8]([N:11]([CH2:24][C:25]2[CH:33]=[CH:32][C:28]([C:29]([OH:31])=O)=[CH:27][CH:26]=2)[C:12]2[N:16]([CH2:17][CH2:18][OH:19])[C:15]3[CH:20]=[CH:21][CH:22]=[CH:23][C:14]=3[N:13]=2)[CH2:7][CH2:6]1)([CH3:4])([CH3:3])[CH3:2].O.[NH:35]1[C:39]([NH2:40])=[N:38][N:37]=[N:36]1.C1C=CC2N(O)N=NC=2C=1.C(Cl)CCl.CCN(C(C)C)C(C)C, predict the reaction product. The product is: [C:1]([CH:5]1[CH2:6][CH2:7][CH:8]([N:11]([CH2:24][C:25]2[CH:26]=[CH:27][C:28]([C:29]([NH:40][C:39]3[NH:38][N:37]=[N:36][N:35]=3)=[O:31])=[CH:32][CH:33]=2)[C:12]2[N:16]([CH2:17][CH2:18][OH:19])[C:15]3[CH:20]=[CH:21][CH:22]=[CH:23][C:14]=3[N:13]=2)[CH2:9][CH2:10]1)([CH3:3])([CH3:4])[CH3:2]. (4) Given the reactants Cl[C:2]1[CH:7]=[CH:6][C:5]([C:8]([F:11])([F:10])[F:9])=[CH:4][CH:3]=1.O.[Cl-].[NH4+:14].[C:15]1([CH3:21])[CH:20]=[CH:19][CH:18]=[CH:17][CH:16]=1, predict the reaction product. The product is: [F:9][C:8]([F:11])([F:10])[C:5]1[CH:6]=[CH:7][C:2]([N:14]2[C:6]3[CH:7]=[CH:2][CH:3]=[CH:4][C:21]=3[C:15]3[C:20]2=[CH:19][CH:18]=[CH:17][CH:16]=3)=[CH:3][CH:4]=1. (5) Given the reactants [CH3:1][N:2]([CH3:17])[C:3]1[CH:12]=[CH:11][CH:10]=[C:9]2[C:4]=1[CH2:5][CH2:6][C:7]([NH2:16])([C:13]([OH:15])=[O:14])[CH2:8]2.C(N(CC)CC)C.[C:25](=O)([O:41]N1C(=O)CCC1=O)[O:26][CH2:27][CH:28]1[C:40]2[CH:39]=[CH:38][CH:37]=[CH:36][C:35]=2[C:34]2[C:29]1=[CH:30][CH:31]=[CH:32][CH:33]=2, predict the reaction product. The product is: [C:25]([CH:8]1[C:9]2[C:4](=[C:3]([N:2]([CH3:17])[CH3:1])[CH:12]=[CH:11][CH:10]=2)[CH2:5][CH2:6][C:7]1([NH2:16])[C:13]([OH:15])=[O:14])([O:26][CH2:27][CH:28]1[C:29]2[C:34](=[CH:33][CH:32]=[CH:31][CH:30]=2)[C:35]2[C:40]1=[CH:39][CH:38]=[CH:37][CH:36]=2)=[O:41]. (6) The product is: [CH3:13][O:12][C:10]([C@@H:7]1[CH2:8][CH2:9][C@H:4]([C:3]2[CH2:14][C:15]3([CH2:16][N:17]([C:19]([O:21][C:22]([CH3:25])([CH3:24])[CH3:23])=[O:20])[CH2:18]3)[O:1][N:2]=2)[CH2:5][CH2:6]1)=[O:11]. Given the reactants [OH:1]/[N:2]=[CH:3]/[C@@H:4]1[CH2:9][CH2:8][C@H:7]([C:10]([O:12][CH3:13])=[O:11])[CH2:6][CH2:5]1.[CH2:14]=[C:15]1[CH2:18][N:17]([C:19]([O:21][C:22]([CH3:25])([CH3:24])[CH3:23])=[O:20])[CH2:16]1, predict the reaction product. (7) Given the reactants [Cl:1]N1C(=O)CCC1=O.Cl.[Br:10][C:11]1[CH:16]=[CH:15][C:14]([NH:17][C:18]2[C:23]([C:24]([OH:26])=[O:25])=[CH:22][N:21]=[C:20]([Cl:27])[CH:19]=2)=[C:13]([Cl:28])[CH:12]=1, predict the reaction product. The product is: [Br:10][C:11]1[CH:16]=[CH:15][C:14]([NH:17][C:18]2[C:23]([C:24]([OH:26])=[O:25])=[CH:22][N:21]=[C:20]([Cl:27])[C:19]=2[Cl:1])=[C:13]([Cl:28])[CH:12]=1. (8) Given the reactants [Na].[C:2]([C:5]1[CH:6]=[N:7][CH:8]=[CH:9][CH:10]=1)(=O)[CH3:3].[C:11](OCC)(=O)[C:12]([O:14][CH2:15][CH3:16])=[O:13].Cl.[NH2:22][NH2:23].[OH-].[Na+], predict the reaction product. The product is: [N:7]1[CH:8]=[CH:9][CH:10]=[C:5]([C:2]2[CH:3]=[C:11]([C:12]([O:14][CH2:15][CH3:16])=[O:13])[NH:23][N:22]=2)[CH:6]=1.